Dataset: Full USPTO retrosynthesis dataset with 1.9M reactions from patents (1976-2016). Task: Predict the reactants needed to synthesize the given product. (1) Given the product [Cl:8][C:6]1[N:5]=[CH:4][N:3]=[C:2]([NH:23][C:24]2[CH:25]=[C:26]([CH2:30][C:31]([NH2:33])=[O:32])[CH:27]=[CH:28][CH:29]=2)[N:7]=1, predict the reactants needed to synthesize it. The reactants are: Cl[C:2]1[N:7]=[C:6]([Cl:8])[N:5]=[CH:4][N:3]=1.CN(C=O)C.CCN(C(C)C)C(C)C.[NH2:23][C:24]1[CH:25]=[C:26]([CH2:30][C:31]([NH2:33])=[O:32])[CH:27]=[CH:28][CH:29]=1. (2) Given the product [NH2:1][C@H:4]1[CH2:9][C:8]([CH3:11])([CH3:10])[O:7][CH2:6][C@H:5]1[NH:12][C:13](=[O:21])[O:14][CH2:15][CH2:16][Si:17]([CH3:18])([CH3:20])[CH3:19], predict the reactants needed to synthesize it. The reactants are: [N:1]([C@H:4]1[CH2:9][C:8]([CH3:11])([CH3:10])[O:7][CH2:6][C@H:5]1[NH:12][C:13](=[O:21])[O:14][CH2:15][CH2:16][Si:17]([CH3:20])([CH3:19])[CH3:18])=[N+]=[N-].[H][H].